From a dataset of Forward reaction prediction with 1.9M reactions from USPTO patents (1976-2016). Predict the product of the given reaction. Given the reactants N1C2C(=CC=CC=2)C=C1.C([N:17]1[C:29]2[C:28]([OH:30])=[C:27]3[N:31](C(OC(C)(C)C)=O)[C:32]4[CH:33]=[CH:34][C:35]([Cl:38])=[CH:36][C:37]=4[C:26]3=[CH:25][C:24]=2[C:23]2[C:18]1=[CH:19][CH:20]=[C:21]([Cl:46])[CH:22]=2)(OC(C)(C)C)=O.O[CH2:48][CH2:49][CH2:50][N:51]1[CH2:56][CH2:55][CH:54]([NH:57]C(=O)OC(C)(C)C)[CH2:53][CH2:52]1, predict the reaction product. The product is: [Cl:46][C:21]1[CH:22]=[C:23]2[C:18](=[CH:19][CH:20]=1)[NH:17][C:29]1[C:28]([O:30][CH2:48][CH2:49][CH2:50][N:51]3[CH2:56][CH2:55][CH:54]([NH2:57])[CH2:53][CH2:52]3)=[C:27]3[NH:31][C:32]4[CH:33]=[CH:34][C:35]([Cl:38])=[CH:36][C:37]=4[C:26]3=[CH:25][C:24]2=1.